This data is from Forward reaction prediction with 1.9M reactions from USPTO patents (1976-2016). The task is: Predict the product of the given reaction. (1) Given the reactants [C:1]1([C:7]2[NH:8][C:9]3[C:14]([C:15]=2[C:16]2[CH:21]=[CH:20][CH:19]=[CH:18][CH:17]=2)=[CH:13][C:12]([C:22](O)=[O:23])=[CH:11][CH:10]=3)[CH:6]=[CH:5][CH:4]=[CH:3][CH:2]=1.Cl.[NH2:26][C@H:27]([C:36]([NH2:38])=[O:37])[CH2:28][CH2:29][C:30]1[CH:35]=[CH:34][CH:33]=[CH:32][CH:31]=1.C(NC(C)C)(C)C, predict the reaction product. The product is: [C:36]([CH:27]([NH:26][C:22]([C:12]1[CH:13]=[C:14]2[C:9](=[CH:10][CH:11]=1)[NH:8][C:7]([C:1]1[CH:6]=[CH:5][CH:4]=[CH:3][CH:2]=1)=[C:15]2[C:16]1[CH:21]=[CH:20][CH:19]=[CH:18][CH:17]=1)=[O:23])[CH2:28][CH2:29][C:30]1[CH:31]=[CH:32][CH:33]=[CH:34][CH:35]=1)(=[O:37])[NH2:38]. (2) The product is: [C:29]([NH:2][CH2:3][CH2:4][NH:5][C:6](=[O:28])[CH2:7][CH2:8]/[CH:9]=[CH:10]\[CH2:11]/[CH:12]=[CH:13]\[CH2:14]/[CH:15]=[CH:16]\[CH2:17]/[CH:18]=[CH:19]\[CH2:20]/[CH:21]=[CH:22]\[CH2:23]/[CH:24]=[CH:25]\[CH2:26][CH3:27])(=[O:49])[CH2:30][CH2:31][CH2:32]/[CH:33]=[CH:34]\[CH2:35]/[CH:36]=[CH:37]\[CH2:38]/[CH:39]=[CH:40]\[CH2:41]/[CH:42]=[CH:43]\[CH2:44]/[CH:45]=[CH:46]\[CH2:47][CH3:48]. Given the reactants Cl.[NH2:2][CH2:3][CH2:4][NH:5][C:6](=[O:28])[CH2:7][CH2:8]/[CH:9]=[CH:10]\[CH2:11]/[CH:12]=[CH:13]\[CH2:14]/[CH:15]=[CH:16]\[CH2:17]/[CH:18]=[CH:19]\[CH2:20]/[CH:21]=[CH:22]\[CH2:23]/[CH:24]=[CH:25]\[CH2:26][CH3:27].[C:29](O)(=[O:49])[CH2:30][CH2:31][CH2:32]/[CH:33]=[CH:34]\[CH2:35]/[CH:36]=[CH:37]\[CH2:38]/[CH:39]=[CH:40]\[CH2:41]/[CH:42]=[CH:43]\[CH2:44]/[CH:45]=[CH:46]\[CH2:47][CH3:48].CN(C(ON1N=NC2C=CC=NC1=2)=[N+](C)C)C.F[P-](F)(F)(F)(F)F.CCN(C(C)C)C(C)C, predict the reaction product. (3) Given the reactants [Cl:1][C:2]1[C:3]([O:12][C:13]2[CH:18]=[C:17]([F:19])[C:16]([C:20]([F:23])([F:22])[F:21])=[CH:15][C:14]=2[C:24]2[CH:29]=[CH:28][N:27]=[N:26][CH:25]=2)=[CH:4][C:5]2[O:9][N:8]=[C:7]([NH2:10])[C:6]=2[CH:11]=1.[CH3:30][S:31](Cl)(=[O:33])=[O:32].C(N(CC)CC)C, predict the reaction product. The product is: [Cl:1][C:2]1[C:3]([O:12][C:13]2[CH:18]=[C:17]([F:19])[C:16]([C:20]([F:23])([F:21])[F:22])=[CH:15][C:14]=2[C:24]2[CH:29]=[CH:28][N:27]=[N:26][CH:25]=2)=[CH:4][C:5]2[O:9][N:8]=[C:7]([NH:10][S:31]([CH3:30])(=[O:33])=[O:32])[C:6]=2[CH:11]=1. (4) The product is: [O:20]1[CH2:21][CH2:22][N:17]([C:4]2[C:5]3[S:10][CH:9]=[C:8]([C:11]4[CH:12]=[N:13][CH:14]=[CH:15][CH:16]=4)[C:6]=3[N:7]=[C:2]([C:31]3[CH:32]=[N:33][C:34]([NH2:37])=[N:35][CH:36]=3)[N:3]=2)[CH2:18][CH2:19]1. Given the reactants Cl[C:2]1[N:3]=[C:4]([N:17]2[CH2:22][CH2:21][O:20][CH2:19][CH2:18]2)[C:5]2[S:10][CH:9]=[C:8]([C:11]3[CH:12]=[N:13][CH:14]=[CH:15][CH:16]=3)[C:6]=2[N:7]=1.CC1(C)C(C)(C)OB([C:31]2[CH:32]=[N:33][C:34]([NH2:37])=[N:35][CH:36]=2)O1, predict the reaction product. (5) Given the reactants [N+:1]([C:4]1[CH:9]=[CH:8][C:7]([CH2:10][CH2:11][C:12]([NH2:14])=[O:13])=[CH:6][CH:5]=1)([O-:3])=[O:2].Br[CH2:16][C:17]([C:19]1[CH:28]=[CH:27][C:26]2[C:25]([CH3:30])([CH3:29])[CH2:24][CH2:23][C:22]([CH3:32])([CH3:31])[C:21]=2[CH:20]=1)=O, predict the reaction product. The product is: [N+:1]([C:4]1[CH:5]=[CH:6][C:7]([CH2:10][CH2:11][C:12]2[O:13][CH:16]=[C:17]([C:19]3[CH:28]=[CH:27][C:26]4[C:25]([CH3:30])([CH3:29])[CH2:24][CH2:23][C:22]([CH3:32])([CH3:31])[C:21]=4[CH:20]=3)[N:14]=2)=[CH:8][CH:9]=1)([O-:3])=[O:2].